Predict the reactants needed to synthesize the given product. From a dataset of Full USPTO retrosynthesis dataset with 1.9M reactions from patents (1976-2016). (1) Given the product [NH:6]1[C:7]2[C:25](=[CH:24][CH:23]=[C:22]([O:26][CH2:28][CH2:27][NH:30][C:49]3[N:50]=[CH:51][CH:52]=[CH:53][C:48]=3[C:47]([NH:46][C@H:44]([C:39]3[CH:40]=[CH:41][C:42]([F:43])=[C:37]([F:36])[CH:38]=3)[CH3:45])=[O:55])[CH:8]=2)[CH:3]=[CH:4]1, predict the reactants needed to synthesize it. The reactants are: ClC1N=CC=C(OC)[C:3]=1[C:4]([NH:6][CH2:7][C:8]1C=CC(F)=C(F)C=1)=O.[CH2:22]([OH:26])[CH2:23][CH2:24][CH3:25].[CH:27]([N:30](CC)C(C)C)(C)[CH3:28].[F:36][C:37]1[CH:38]=[C:39]([C@@H:44]([NH:46][C:47](=[O:55])[C:48]2[CH:53]=[CH:52][CH:51]=[N:50][C:49]=2F)[CH3:45])[CH:40]=[CH:41][C:42]=1[F:43]. (2) Given the product [CH2:20]([C:15]1[N:16]=[C:17]([NH2:19])[C:18]2[NH:10][CH:11]=[C:12]([CH2:24][CH2:25][CH2:26][CH:27]3[CH2:28][CH2:29][N:30]([CH:33]([CH3:35])[CH3:34])[CH2:31][CH2:32]3)[C:13]=2[N:14]=1)[CH2:21][CH2:22][CH3:23], predict the reactants needed to synthesize it. The reactants are: C(OC[N:10]1[C:18]2[C:17]([NH2:19])=[N:16][C:15]([CH2:20][CH2:21][CH2:22][CH3:23])=[N:14][C:13]=2[C:12]([C:24]#[C:25][CH2:26][CH:27]2[CH2:32][CH2:31][N:30]([CH:33]([CH3:35])[CH3:34])[CH2:29][CH2:28]2)=[CH:11]1)C1C=CC=CC=1.[H][H]. (3) Given the product [Cl:1][C:2]1[CH:7]=[CH:6][C:5]([C:8]2[N:12]([C:13]3[CH:19]=[CH:18][CH:17]=[CH:16][C:14]=3[NH:15][CH3:32])[N:11]=[C:10]([CH:20]3[CH2:25][C:24]([CH3:27])([CH3:26])[O:23][C:22]([CH3:29])([CH3:28])[CH2:21]3)[CH:9]=2)=[CH:4][CH:3]=1, predict the reactants needed to synthesize it. The reactants are: [Cl:1][C:2]1[CH:7]=[CH:6][C:5]([C:8]2[N:12]([C:13]3[CH:19]=[CH:18][CH:17]=[CH:16][C:14]=3[NH2:15])[N:11]=[C:10]([CH:20]3[CH2:25][C:24]([CH3:27])([CH3:26])[O:23][C:22]([CH3:29])([CH3:28])[CH2:21]3)[CH:9]=2)=[CH:4][CH:3]=1.C=O.[C:32]([BH3-])#N.[Na+].C([O-])(O)=O.[Na+]. (4) Given the product [C:26]1([S:23]([N:18]2[C:19]3[C:15](=[C:14]([N:11]4[CH2:12][CH2:13][NH:8][CH2:9][CH2:10]4)[CH:22]=[CH:21][CH:20]=3)[CH:16]=[CH:17]2)(=[O:25])=[O:24])[CH:27]=[CH:28][CH:29]=[CH:30][CH:31]=1, predict the reactants needed to synthesize it. The reactants are: C(OC([N:8]1[CH2:13][CH2:12][N:11]([C:14]2[CH:22]=[CH:21][CH:20]=[C:19]3[C:15]=2[CH:16]=[CH:17][N:18]3[S:23]([C:26]2[CH:31]=[CH:30][CH:29]=[CH:28][CH:27]=2)(=[O:25])=[O:24])[CH2:10][CH2:9]1)=O)(C)(C)C. (5) Given the product [N:1]1[C:10]2[C:5](=[CH:6][CH:7]=[CH:8][C:9]=2[C:85]2[C:86]3[C:92]4=[C:91]5[C:89](=[CH:88][CH:87]=3)[CH:90]=[CH:77][C:78]([C:33]3[CH:35]=[CH:36][CH:37]=[C:38]6[C:23]=3[N:42]=[CH:41][CH:40]=[CH:39]6)=[C:79]5[CH:80]=[CH:81][C:82]4=[CH:83][CH:84]=2)[CH:4]=[CH:3][CH:2]=1, predict the reactants needed to synthesize it. The reactants are: [N:1]1[C:10]2[C:5](=[CH:6][CH:7]=[CH:8][C:9]=2B(O)O)[CH:4]=[CH:3][CH:2]=1.CCCCCCCC([C:23]([NH3+:42])([C:33]([CH2:35][CH2:36][CH2:37][CH2:38][CH2:39][CH2:40][CH3:41])=O)C(CCCCCCC)=O)=O.[Cl-].COC1C=CC=CC=1P(C1C=CC=CC=1OC)C1C=CC=CC=1OC.O.C(=O)([O-])[O-].[Na+].[Na+].Br[C:77]1[CH:78]=[C:79]2[C:91]3=[C:92]4[C:82](=[CH:83][C:84](Br)=[CH:85][C:86]4=[CH:87][CH:88]=[C:89]3[CH:90]=1)[CH:81]=[CH:80]2. (6) Given the product [F:11][C:12]1([F:16])[CH2:15][N:14]([C:2]2[N:3]=[CH:4][N:5]=[C:6]([N:8]3[C:37](=[O:38])[C:36]([N:42]4[CH:46]=[C:45]([C:47]#[N:48])[N:44]=[N:43]4)=[CH:35][NH:9]3)[CH:7]=2)[CH2:13]1, predict the reactants needed to synthesize it. The reactants are: Cl[C:2]1[CH:7]=[C:6]([NH:8][NH2:9])[N:5]=[CH:4][N:3]=1.Cl.[F:11][C:12]1([F:16])[CH2:15][NH:14][CH2:13]1.C(N(C(C)C)C(C)C)C.FC(F)(F)C(O)=O.CN(C)[CH:35]=[C:36]([N:42]1[CH:46]=[C:45]([C:47]#[N:48])[N:44]=[N:43]1)[C:37](OCC)=[O:38]. (7) The reactants are: C[C:2]1(C)[C:14](=[CH2:15])[C:13](=[O:16])[C:12]2[C:11]3[C:6](=[CH:7][CH:8]=[CH:9][CH:10]=3)[N:5]([CH2:17][C:18]3[CH:27]=[CH:26][C:21]([C:22]([O:24][CH3:25])=[O:23])=[CH:20][CH:19]=3)[C:4]=2[CH2:3]1.[CH3:29][S:30]([N:33]1[CH2:38][CH2:37][NH:36][CH2:35][CH2:34]1)(=[O:32])=[O:31]. Given the product [CH3:29][S:30]([N:33]1[CH2:38][CH2:37][N:36]([CH2:15][CH:14]2[C:13](=[O:16])[C:12]3[C:11]4[C:6](=[CH:7][CH:8]=[CH:9][CH:10]=4)[N:5]([CH2:17][C:18]4[CH:19]=[CH:20][C:21]([C:22]([O:24][CH3:25])=[O:23])=[CH:26][CH:27]=4)[C:4]=3[CH2:3][CH2:2]2)[CH2:35][CH2:34]1)(=[O:32])=[O:31], predict the reactants needed to synthesize it. (8) Given the product [OH:21][C@@H:12]([CH2:13][CH2:14][C:15]1[CH:20]=[CH:19][CH:18]=[CH:17][CH:16]=1)/[CH:11]=[CH:10]/[C@@H:9]1[C@@H:4]2[C@@H:5]([O:6][C:2](=[O:1])[CH2:3]2)[CH2:7][C@H:8]1[O:22][C:23](=[O:30])[C:24]1[CH:25]=[CH:26][CH:27]=[CH:28][CH:29]=1, predict the reactants needed to synthesize it. The reactants are: [O:1]=[C:2]1[O:6][C@H:5]2[CH2:7][C@@H:8]([O:22][C:23](=[O:30])[C:24]3[CH:29]=[CH:28][CH:27]=[CH:26][CH:25]=3)[C@H:9](/[CH:10]=[CH:11]/[C:12](=[O:21])[CH2:13][CH2:14][C:15]3[CH:20]=[CH:19][CH:18]=[CH:17][CH:16]=3)[C@H:4]2[CH2:3]1.CO. (9) Given the product [F:15][C:14]([F:17])([F:16])[C:25]([OH:26])=[O:28].[NH2:1][C:2]1[C:11]2[C:6](=[CH:7][C:8]([C:12]#[N:13])=[CH:9][CH:10]=2)[CH2:5][C:4]([C:18]2[CH:19]=[C:20]([C:37]3[CH:36]=[CH:35][CH:34]=[C:33]([O:32][CH3:31])[CH:38]=3)[CH:21]=[CH:22][CH:23]=2)([C:14]([F:17])([F:16])[F:15])[N:3]=1.[C:25]([OH:26])([C:14]([F:17])([F:16])[F:15])=[O:28], predict the reactants needed to synthesize it. The reactants are: [NH2:1][C:2]1[C:11]2[C:6](=[CH:7][C:8]([C:12]#[N:13])=[CH:9][CH:10]=2)[CH2:5][C:4]([C:18]2[CH:23]=[CH:22][CH:21]=[C:20](Br)[CH:19]=2)([C:14]([F:17])([F:16])[F:15])[N:3]=1.[C:25](=[O:28])([O-])[O-:26].[Cs+].[Cs+].[CH3:31][O:32][C:33]1[CH:34]=[C:35](B(O)O)[CH:36]=[CH:37][CH:38]=1.